Dataset: Peptide-MHC class I binding affinity with 185,985 pairs from IEDB/IMGT. Task: Regression. Given a peptide amino acid sequence and an MHC pseudo amino acid sequence, predict their binding affinity value. This is MHC class I binding data. (1) The peptide sequence is QLRSVGLNL. The MHC is HLA-B08:01 with pseudo-sequence HLA-B08:01. The binding affinity (normalized) is 0.0914. (2) The peptide sequence is TRDHVNLVL. The MHC is HLA-B46:01 with pseudo-sequence HLA-B46:01. The binding affinity (normalized) is 0.0847. (3) The peptide sequence is SLLHESTLK. The MHC is HLA-A02:19 with pseudo-sequence HLA-A02:19. The binding affinity (normalized) is 0.0847. (4) The peptide sequence is LILNFLDWI. The MHC is HLA-A02:03 with pseudo-sequence HLA-A02:03. The binding affinity (normalized) is 0.476. (5) The peptide sequence is METKLITWGA. The MHC is Patr-B2401 with pseudo-sequence Patr-B2401. The binding affinity (normalized) is 0. (6) The peptide sequence is AILKFKSL. The binding affinity (normalized) is 0.749. The MHC is H-2-Kb with pseudo-sequence H-2-Kb. (7) The peptide sequence is WQGPSAAAY. The MHC is HLA-A31:01 with pseudo-sequence HLA-A31:01. The binding affinity (normalized) is 0.0847. (8) The peptide sequence is FIFSALDEK. The MHC is HLA-A31:01 with pseudo-sequence HLA-A31:01. The binding affinity (normalized) is 0.00143. (9) The peptide sequence is YNIDRLNAL. The MHC is HLA-A02:03 with pseudo-sequence HLA-A02:03. The binding affinity (normalized) is 0.834. (10) The peptide sequence is YPARVKCAL. The MHC is HLA-B07:02 with pseudo-sequence HLA-B07:02. The binding affinity (normalized) is 0.872.